Predict the reaction yield, written as a fraction of the theoretical maximum amount of product (1.0 means a 100% yield; for example, 0.34 means a 34% yield). From a dataset of Reaction yield outcomes from USPTO patents with 853,638 reactions. (1) The reactants are Cl[C:2]1[N:7]=[C:6]([CH2:8][C:9]2[C:14]([Cl:15])=[CH:13][CH:12]=[CH:11][C:10]=2[Cl:16])[N:5]=[C:4]([NH:17][C:18]2[CH:25]=[CH:24][C:21]([C:22]#[N:23])=[CH:20][CH:19]=2)[N:3]=1.[NH2:26][CH2:27][C:28]([NH2:30])=[O:29].C(N(CC)C(C)C)(C)C. The catalyst is O1CCOCC1. The product is [C:22]([C:21]1[CH:20]=[CH:19][C:18]([NH:17][C:4]2[N:5]=[C:6]([CH2:8][C:9]3[C:14]([Cl:15])=[CH:13][CH:12]=[CH:11][C:10]=3[Cl:16])[N:7]=[C:2]([NH:26][CH2:27][C:28]([NH2:30])=[O:29])[N:3]=2)=[CH:25][CH:24]=1)#[N:23]. The yield is 0.414. (2) The reactants are [Br:1][C:2]1[C:3](F)=[C:4]([CH:7]=[CH:8][CH:9]=1)[C:5]#[N:6].Cl.[NH2:12][CH2:13][C:14]([NH2:16])=[O:15].C([O-])([O-])=O.[K+].[K+]. The catalyst is CS(C)=O. The product is [Br:1][C:2]1[CH:9]=[CH:8][CH:7]=[C:4]([C:5]#[N:6])[C:3]=1[NH:12][CH2:13][C:14]([NH2:16])=[O:15]. The yield is 0.850.